From a dataset of Forward reaction prediction with 1.9M reactions from USPTO patents (1976-2016). Predict the product of the given reaction. (1) Given the reactants [N+:1]([C:4]1[CH:5]=[C:6]([CH:10]=[C:11]([C:13]([F:16])([F:15])[F:14])[CH:12]=1)[C:7]([OH:9])=[O:8])([O-:3])=[O:2].S(=O)(=O)(O)O.[CH3:22]O, predict the reaction product. The product is: [N+:1]([C:4]1[CH:5]=[C:6]([CH:10]=[C:11]([C:13]([F:14])([F:15])[F:16])[CH:12]=1)[C:7]([O:9][CH3:22])=[O:8])([O-:3])=[O:2]. (2) Given the reactants [Cl:1][C:2]1[CH:3]=[CH:4][C:5]([O:27][CH2:28][CH:29]([CH3:31])[CH3:30])=[C:6]([CH2:8][N:9]2[C:13]([CH3:14])=[CH:12][C:11]([C:15]([O:17]N3C4C=CC=CC=4N=N3)=O)=[N:10]2)[CH:7]=1.[NH2:32][C:33]1[CH:34]=[CH:35][C:36]([C:39]#[N:40])=[N:37][CH:38]=1, predict the reaction product. The product is: [Cl:1][C:2]1[CH:3]=[CH:4][C:5]([O:27][CH2:28][CH:29]([CH3:30])[CH3:31])=[C:6]([CH2:8][N:9]2[C:13]([CH3:14])=[CH:12][C:11]([C:15]([NH:32][C:33]3[CH:38]=[N:37][C:36]([C:39]#[N:40])=[CH:35][CH:34]=3)=[O:17])=[N:10]2)[CH:7]=1. (3) Given the reactants [C:1]1([S:7]([NH:10][C:11]2[C:16](I)=[CH:15][C:14]([S:18][CH3:19])=[CH:13][N:12]=2)(=[O:9])=[O:8])[CH:6]=[CH:5][CH:4]=[CH:3][CH:2]=1.[C:20]([C:22]1[O:23][CH:24]=[CH:25][CH:26]=1)#[CH:21].C(N(CC)CC)C.O, predict the reaction product. The product is: [O:23]1[CH:24]=[CH:25][CH:26]=[C:22]1[C:20]1[N:10]([S:7]([C:1]2[CH:6]=[CH:5][CH:4]=[CH:3][CH:2]=2)(=[O:9])=[O:8])[C:11]2=[N:12][CH:13]=[C:14]([S:18][CH3:19])[CH:15]=[C:16]2[CH:21]=1. (4) Given the reactants [CH3:1][N:2]1[C:10]2[C:5](=[CH:6][CH:7]=[CH:8][CH:9]=2)[C:4]([C:11]2[C:12](=[O:32])[NH:13][C:14](=[O:31])[C:15]=2[C:16]2[CH:21]=[CH:20][CH:19]=[C:18]([S:22][CH2:23][C@H:24]3[CH2:28][O:27][C:26]([CH3:30])([CH3:29])[O:25]3)[CH:17]=2)=[CH:3]1.[OH:33]OS([O-])=O.[K+].[OH2:39], predict the reaction product. The product is: [CH3:1][N:2]1[C:10]2[C:5](=[CH:6][CH:7]=[CH:8][CH:9]=2)[C:4]([C:11]2[C:12](=[O:32])[NH:13][C:14](=[O:31])[C:15]=2[C:16]2[CH:21]=[CH:20][CH:19]=[C:18]([S:22]([CH2:23][C@H:24]3[CH2:28][O:27][C:26]([CH3:29])([CH3:30])[O:25]3)(=[O:33])=[O:39])[CH:17]=2)=[CH:3]1. (5) Given the reactants [C:1]([O:5][C:6]([N:8]1[CH2:49][CH2:48][CH2:47][C:10]2([CH2:15][N:14]([CH2:16][C:17]3[C:22]([O:23][CH3:24])=[CH:21][C:20]([O:25][CH3:26])=[CH:19][C:18]=3[O:27][CH3:28])[C:13](=[O:29])[C:12]3[CH:30]=[C:31]([C:33]4[CH:38]=[CH:37][N:36]=[C:35]([NH:39][C:40]5[CH:45]=[CH:44][CH:43]=[CH:42][C:41]=5[NH2:46])[N:34]=4)[NH:32][C:11]2=3)[CH2:9]1)=[O:7])([CH3:4])([CH3:3])[CH3:2].CCN(C(C)C)C(C)C.[C:59](Cl)(=[O:62])[CH:60]=[CH2:61], predict the reaction product. The product is: [C:59]([NH:46][C:41]1[CH:42]=[CH:43][CH:44]=[CH:45][C:40]=1[NH:39][C:35]1[N:34]=[C:33]([C:31]2[NH:32][C:11]3[C:10]4([CH2:47][CH2:48][CH2:49][N:8]([C:6]([O:5][C:1]([CH3:4])([CH3:2])[CH3:3])=[O:7])[CH2:9]4)[CH2:15][N:14]([CH2:16][C:17]4[C:18]([O:27][CH3:28])=[CH:19][C:20]([O:25][CH3:26])=[CH:21][C:22]=4[O:23][CH3:24])[C:13](=[O:29])[C:12]=3[CH:30]=2)[CH:38]=[CH:37][N:36]=1)(=[O:62])[CH:60]=[CH2:61].